From a dataset of Reaction yield outcomes from USPTO patents with 853,638 reactions. Predict the reaction yield, written as a fraction of the theoretical maximum amount of product (1.0 means a 100% yield; for example, 0.34 means a 34% yield). The reactants are [CH2:1]([O:3][C:4](=[O:31])[C:5]([O:8][C:9]1[CH:14]=[CH:13][C:12]([O:15][CH2:16][CH2:17][C:18]2[N:19]=[C:20]([C:24]3[CH:29]=[CH:28][C:27](Br)=[CH:26][CH:25]=3)[O:21][C:22]=2[CH3:23])=[CH:11][CH:10]=1)([CH3:7])[CH3:6])[CH3:2].[Cu][C:33]#[N:34]. The catalyst is CN(C)C=O.[Cu]I. The product is [CH2:1]([O:3][C:4](=[O:31])[C:5]([O:8][C:9]1[CH:14]=[CH:13][C:12]([O:15][CH2:16][CH2:17][C:18]2[N:19]=[C:20]([C:24]3[CH:29]=[CH:28][C:27]([C:33]#[N:34])=[CH:26][CH:25]=3)[O:21][C:22]=2[CH3:23])=[CH:11][CH:10]=1)([CH3:7])[CH3:6])[CH3:2]. The yield is 0.870.